Predict the reactants needed to synthesize the given product. From a dataset of Full USPTO retrosynthesis dataset with 1.9M reactions from patents (1976-2016). The reactants are: FC(F)(F)C(O)=O.[CH3:8][C@@H:9]1[CH2:13][CH2:12][CH2:11][N:10]1[CH2:14][CH2:15][C:16]1[CH:21]=[CH:20][C:19]([C:22]2[CH:27]=[CH:26][C:25]([C:28]3([C:33]([NH:35][CH2:36][CH2:37][CH2:38][C:39]([O:41]C(C)(C)C)=[O:40])=[O:34])[CH2:32][CH2:31][CH2:30][CH2:29]3)=[CH:24][CH:23]=2)=[CH:18][CH:17]=1.Cl.O1CCOCC1. Given the product [CH3:8][C@@H:9]1[CH2:13][CH2:12][CH2:11][N:10]1[CH2:14][CH2:15][C:16]1[CH:17]=[CH:18][C:19]([C:22]2[CH:27]=[CH:26][C:25]([C:28]3([C:33]([NH:35][CH2:36][CH2:37][CH2:38][C:39]([OH:41])=[O:40])=[O:34])[CH2:29][CH2:30][CH2:31][CH2:32]3)=[CH:24][CH:23]=2)=[CH:20][CH:21]=1, predict the reactants needed to synthesize it.